Dataset: Full USPTO retrosynthesis dataset with 1.9M reactions from patents (1976-2016). Task: Predict the reactants needed to synthesize the given product. Given the product [CH2:29]([C:18]1([N:16]2[CH:17]=[C:13]([C:11]3[N:10]4[CH:31]=[CH:32][N:33]=[C:9]4[CH:8]=[C:7]([C:5]4[CH:4]=[N:3][N:2]([CH3:1])[CH:6]=4)[N:12]=3)[CH:14]=[N:15]2)[CH2:21][N:20]([C:22]([O:24][C:25]([CH3:28])([CH3:26])[CH3:27])=[O:23])[CH2:19]1)[CH3:30], predict the reactants needed to synthesize it. The reactants are: [CH3:1][N:2]1[CH:6]=[C:5]([C:7]2[N:12]=[C:11]([C:13]3[CH:14]=[N:15][N:16]([C:18]4([CH:29]=[CH2:30])[CH2:21][N:20]([C:22]([O:24][C:25]([CH3:28])([CH3:27])[CH3:26])=[O:23])[CH2:19]4)[CH:17]=3)[N:10]3[CH:31]=[CH:32][N:33]=[C:9]3[CH:8]=2)[CH:4]=[N:3]1.